Predict the reaction yield, written as a fraction of the theoretical maximum amount of product (1.0 means a 100% yield; for example, 0.34 means a 34% yield). From a dataset of Reaction yield outcomes from USPTO patents with 853,638 reactions. No catalyst specified. The product is [CH2:15]([NH:22][C:23]([C:25]1[S:29][C:28]([NH:30][C:6](=[O:7])[C:5]2[CH:9]=[CH:10][CH:11]=[CH:12][C:4]=2[O:3][C:2]([F:14])([F:13])[F:1])=[N:27][C:26]=1[CH3:31])=[O:24])[C:16]1[CH:21]=[CH:20][CH:19]=[CH:18][CH:17]=1. The yield is 0.300. The reactants are [F:1][C:2]([F:14])([F:13])[O:3][C:4]1[CH:12]=[CH:11][CH:10]=[CH:9][C:5]=1[C:6](Cl)=[O:7].[CH2:15]([NH:22][C:23]([C:25]1[S:29][C:28]([NH2:30])=[N:27][C:26]=1[CH3:31])=[O:24])[C:16]1[CH:21]=[CH:20][CH:19]=[CH:18][CH:17]=1.